Dataset: Forward reaction prediction with 1.9M reactions from USPTO patents (1976-2016). Task: Predict the product of the given reaction. (1) Given the reactants CS(O)(=O)=O.[NH2:6][CH2:7][C:8]1[CH:9]=[C:10]2[C:14](=[CH:15][CH:16]=1)[C:13](=[O:17])[N:12]([CH:18]1[CH2:23][CH2:22][C:21](=[O:24])[NH:20][C:19]1=[O:25])[CH2:11]2.[Cl:26][C:27]1[CH:32]=[CH:31][C:30]([N:33]=[C:34]=[O:35])=[CH:29][C:28]=1[C:36]([F:39])([F:38])[F:37].Cl, predict the reaction product. The product is: [Cl:26][C:27]1[CH:32]=[CH:31][C:30]([NH:33][C:34]([NH:6][CH2:7][C:8]2[CH:9]=[C:10]3[C:14](=[CH:15][CH:16]=2)[C:13](=[O:17])[N:12]([CH:18]2[CH2:23][CH2:22][C:21](=[O:24])[NH:20][C:19]2=[O:25])[CH2:11]3)=[O:35])=[CH:29][C:28]=1[C:36]([F:37])([F:38])[F:39]. (2) The product is: [CH3:12][O:13][C:7]([C:3]1[C:2]([C:10]([OH:9])=[O:11])=[N:1][CH:6]=[CH:5][N:4]=1)=[O:8]. Given the reactants [N:1]1[CH:6]=[CH:5][N:4]=[C:3]2[C:7]([O:9][C:10](=[O:11])[C:2]=12)=[O:8].[CH3:12][OH:13], predict the reaction product. (3) The product is: [N:24]1[CH:25]=[CH:26][CH:27]=[CH:28][C:23]=1[C:21]([C:20]1[CH:16]=[N:17][N:18]2[C:5]([C:7]3[CH:12]=[CH:11][N:10]=[C:9]([OH:30])[CH:8]=3)=[CH:4][CH:3]=[N:2][C:14]=12)=[O:22].[N:24]1[CH:25]=[CH:26][CH:27]=[CH:28][C:23]=1[C:21]([C:20]1[CH:19]=[N:18][N:17]2[C:5]([C:7]3[CH:12]=[CH:11][N:10]=[C:9]([F:13])[CH:8]=3)=[CH:4][CH:3]=[N:15][C:16]=12)=[O:22]. Given the reactants C[N:2]([CH3:14])[CH:3]=[CH:4][C:5]([C:7]1[CH:12]=[CH:11][N:10]=[C:9]([F:13])[CH:8]=1)=O.[NH2:15][C:16]1[C:20]([C:21]([C:23]2[CH:28]=[CH:27][CH:26]=[CH:25][N:24]=2)=[O:22])=[CH:19][NH:18][N:17]=1.C(=O)(O)[O-:30].[Na+], predict the reaction product. (4) Given the reactants CC1(C)C(C)(C)OB([C:9]2[CH:10]=[C:11]([C:30]3[N:34]([C:35]4[CH:40]=[CH:39][CH:38]=[CH:37][CH:36]=4)[C:33]4[CH:41]=[CH:42][CH:43]=[CH:44][C:32]=4[N:31]=3)[CH:12]=[C:13]([C:15]3[N:19]([C:20]4[CH:25]=[CH:24][CH:23]=[CH:22][CH:21]=4)[C:18]4[CH:26]=[CH:27][CH:28]=[CH:29][C:17]=4[N:16]=3)[CH:14]=2)O1.Br[C:47]1[CH:60]=[CH:59][C:50]2[O:51][C:52]3[CH:57]=[CH:56][C:55]([Br:58])=[CH:54][C:53]=3[C:49]=2[CH:48]=1.C(=O)([O-])[O-].[K+].[K+].O1CCOCC1, predict the reaction product. The product is: [Br:58][C:55]1[CH:56]=[CH:57][C:52]2[O:51][C:50]3[CH:59]=[CH:60][C:47]([C:9]4[CH:14]=[C:13]([C:15]5[N:19]([C:20]6[CH:25]=[CH:24][CH:23]=[CH:22][CH:21]=6)[C:18]6[CH:26]=[CH:27][CH:28]=[CH:29][C:17]=6[N:16]=5)[CH:12]=[C:11]([C:30]5[N:34]([C:35]6[CH:40]=[CH:39][CH:38]=[CH:37][CH:36]=6)[C:33]6[CH:41]=[CH:42][CH:43]=[CH:44][C:32]=6[N:31]=5)[CH:10]=4)=[CH:48][C:49]=3[C:53]=2[CH:54]=1. (5) Given the reactants [OH:1][C:2]1[CH:9]=[CH:8][CH:7]=[CH:6][C:3]=1[CH:4]=[O:5].[CH2:10](Br)[C:11]1[CH:16]=[CH:15][CH:14]=[CH:13][CH:12]=1.C(=O)([O-])[O-].[Cs+].[Cs+].O, predict the reaction product. The product is: [CH2:10]([O:1][C:2]1[CH:9]=[CH:8][CH:7]=[CH:6][C:3]=1[CH:4]=[O:5])[C:11]1[CH:16]=[CH:15][CH:14]=[CH:13][CH:12]=1. (6) Given the reactants [F:1][C:2]([F:20])([F:19])[C:3]1[CH:4]=[C:5]([CH:16]=[CH:17][CH:18]=1)[CH2:6][N:7]1[CH2:11][C@H:10]2[CH:12]([NH2:15])[CH2:13][CH2:14][C@H:9]2[CH2:8]1.C(N(CC)CC)C.[F:28][C:29]([F:41])([F:40])[C:30]1[CH:31]=[C:32]([S:36](Cl)(=[O:38])=[O:37])[CH:33]=[CH:34][CH:35]=1, predict the reaction product. The product is: [F:41][C:29]([F:28])([F:40])[C:30]1[CH:31]=[C:32]([S:36]([NH:15][C@@H:12]2[C@H:10]3[C@H:9]([CH2:8][N:7]([CH2:6][C:5]4[CH:16]=[CH:17][CH:18]=[C:3]([C:2]([F:19])([F:1])[F:20])[CH:4]=4)[CH2:11]3)[CH2:14][CH2:13]2)(=[O:37])=[O:38])[CH:33]=[CH:34][CH:35]=1. (7) Given the reactants [CH3:1][O:2][C:3]1[CH:4]=[C:5]2[C:10](=[CH:11][C:12]=1[O:13][CH3:14])[N:9]=[CH:8][N:7]=[C:6]2[O:15][C:16]1[CH:22]=[CH:21][C:19]([NH2:20])=[C:18]([F:23])[CH:17]=1.ClC(Cl)(O[C:28](=[O:34])OC(Cl)(Cl)Cl)Cl.[CH2:36]([NH2:40])[CH2:37][CH2:38][CH3:39].CO, predict the reaction product. The product is: [CH2:36]([NH:40][C:28]([NH:20][C:19]1[CH:21]=[CH:22][C:16]([O:15][C:6]2[C:5]3[C:10](=[CH:11][C:12]([O:13][CH3:14])=[C:3]([O:2][CH3:1])[CH:4]=3)[N:9]=[CH:8][N:7]=2)=[CH:17][C:18]=1[F:23])=[O:34])[CH2:37][CH2:38][CH3:39]. (8) Given the reactants Br[CH2:2][C:3]1[CH:8]=[CH:7][C:6]([N+:9]([O-:11])=[O:10])=[CH:5][C:4]=1[F:12].[C:13]1(=[O:23])[NH:17][C:16](=[O:18])[C:15]2=[CH:19][CH:20]=[CH:21][CH:22]=[C:14]12.[K], predict the reaction product. The product is: [F:12][C:4]1[CH:5]=[C:6]([N+:9]([O-:11])=[O:10])[CH:7]=[CH:8][C:3]=1[CH2:2][N:17]1[C:13](=[O:23])[C:14]2[C:15](=[CH:19][CH:20]=[CH:21][CH:22]=2)[C:16]1=[O:18].